Predict the product of the given reaction. From a dataset of Forward reaction prediction with 1.9M reactions from USPTO patents (1976-2016). Given the reactants [CH2:1]([O:3][C:4]([C:6]1([CH3:28])[CH2:11][CH2:10][N:9]([C:12]2[CH2:27][C:15]3([CH:18]([CH3:19])[N:17](C(OC(C)(C)C)=O)[CH2:16]3)[O:14][N:13]=2)[CH2:8][CH2:7]1)=[O:5])[CH3:2].Cl, predict the reaction product. The product is: [CH3:28][C:6]1([C:4]([O:3][CH2:1][CH3:2])=[O:5])[CH2:7][CH2:8][N:9]([C:12]2[CH2:27][C:15]3([CH:18]([CH3:19])[NH:17][CH2:16]3)[O:14][N:13]=2)[CH2:10][CH2:11]1.